From a dataset of Reaction yield outcomes from USPTO patents with 853,638 reactions. Predict the reaction yield, written as a fraction of the theoretical maximum amount of product (1.0 means a 100% yield; for example, 0.34 means a 34% yield). The reactants are [OH:1][C:2]1[CH:9]=[CH:8][C:5]([CH2:6][OH:7])=[CH:4][CH:3]=1.C(=O)([O-])[O-].[K+].[K+].Cl[CH2:17][C:18](=[O:20])[CH3:19]. The catalyst is CC(C)=O. The product is [OH:7][CH2:6][C:5]1[CH:8]=[CH:9][C:2]([O:1][CH2:17][C:18](=[O:20])[CH3:19])=[CH:3][CH:4]=1. The yield is 0.980.